This data is from Catalyst prediction with 721,799 reactions and 888 catalyst types from USPTO. The task is: Predict which catalyst facilitates the given reaction. Reactant: Br[C:2]1[CH:3]=[CH:4][C:5]([O:18][CH:19]([CH3:21])[CH3:20])=[C:6]([C:8]2[O:9][C:10]3[CH:16]=[CH:15][C:14]([CH3:17])=[CH:13][C:11]=3[N:12]=2)[CH:7]=1.[Na+].[I-:23]. Product: [I:23][C:2]1[CH:3]=[CH:4][C:5]([O:18][CH:19]([CH3:21])[CH3:20])=[C:6]([C:8]2[O:9][C:10]3[CH:16]=[CH:15][C:14]([CH3:17])=[CH:13][C:11]=3[N:12]=2)[CH:7]=1. The catalyst class is: 205.